This data is from Forward reaction prediction with 1.9M reactions from USPTO patents (1976-2016). The task is: Predict the product of the given reaction. (1) Given the reactants [CH2:1]([N:8]1[CH2:13][CH2:12][CH:11]([CH2:14][O:15][C:16](=[O:46])[C@:17]([C:25]2[CH:26]=[C:27]([CH:43]=[CH:44][CH:45]=2)[O:28][CH2:29][C:30]2[CH:42]=[CH:41][C:33]([C:34]([O:36]C(C)(C)C)=[O:35])=[CH:32][CH:31]=2)([OH:24])[C:18]2[CH:23]=[CH:22][CH:21]=[CH:20][CH:19]=2)[CH2:10][CH2:9]1)[C:2]1[CH:7]=[CH:6][CH:5]=[CH:4][CH:3]=1.[ClH:47].O1CCOCC1, predict the reaction product. The product is: [ClH:47].[CH2:1]([N:8]1[CH2:13][CH2:12][CH:11]([CH2:14][O:15][C:16](=[O:46])[C@:17]([C:25]2[CH:26]=[C:27]([CH:43]=[CH:44][CH:45]=2)[O:28][CH2:29][C:30]2[CH:42]=[CH:41][C:33]([C:34]([OH:36])=[O:35])=[CH:32][CH:31]=2)([OH:24])[C:18]2[CH:23]=[CH:22][CH:21]=[CH:20][CH:19]=2)[CH2:10][CH2:9]1)[C:2]1[CH:7]=[CH:6][CH:5]=[CH:4][CH:3]=1. (2) The product is: [Cl:15][C:9]1[CH:10]=[CH:11][CH:12]=[C:13]([CH3:14])[C:8]=1[C:6](=[S:7])[NH:5][C@H:4]([C:3]([OH:34])=[O:2])[CH2:16][C:17]1[CH:18]=[CH:19][C:20]([NH:23][C:24]([C:26]2[C:27]([Cl:33])=[CH:28][CH:29]=[CH:30][C:31]=2[Cl:32])=[O:25])=[CH:21][CH:22]=1. Given the reactants C[O:2][C:3](=[O:34])[C@H:4]([CH2:16][C:17]1[CH:22]=[CH:21][C:20]([NH:23][C:24]([C:26]2[C:31]([Cl:32])=[CH:30][CH:29]=[CH:28][C:27]=2[Cl:33])=[O:25])=[CH:19][CH:18]=1)[NH:5][C:6]([C:8]1[C:13]([CH3:14])=[CH:12][CH:11]=[CH:10][C:9]=1[Cl:15])=[S:7].[OH-].[Na+], predict the reaction product. (3) Given the reactants [CH2:1]([O:3][C:4](=[O:15])[CH2:5][C:6]([C:8]1[C:13]([Cl:14])=[N:12][CH:11]=[CH:10][N:9]=1)=[O:7])[CH3:2].C(OC(=O)C(C(C1C(F)=CC=CN=1)=O)=[CH:21][N:22]([CH3:24])[CH3:23])C, predict the reaction product. The product is: [CH2:1]([O:3][C:4](=[O:15])[C:5]([C:6]([C:8]1[C:13]([Cl:14])=[N:12][CH:11]=[CH:10][N:9]=1)=[O:7])=[CH:21][N:22]([CH3:24])[CH3:23])[CH3:2]. (4) The product is: [CH2:18]([O:17][C:13]([C:14]1[N:10]=[C:9]([CH2:8][C:5]2[CH:6]=[CH:7][C:2]([Br:1])=[CH:3][CH:4]=2)[NH:11][CH:15]=1)=[O:16])[CH3:19]. Given the reactants [Br:1][C:2]1[CH:7]=[CH:6][C:5]([CH2:8][C:9]([NH:11]O)=[NH:10])=[CH:4][CH:3]=1.[C:13]([O:17][CH2:18][CH3:19])(=[O:16])[C:14]#[CH:15].CCO.C1(OC2C=CC=CC=2)C=CC=CC=1, predict the reaction product. (5) Given the reactants [CH3:1][O:2][C:3]1[CH:8]=[CH:7][C:6]([S:9]([N:12]2[CH2:17][CH2:16][CH:15]([NH:18][CH:19]([C:21]3[N:30]([CH3:31])[C:29](=[O:32])[C:28]4[C:23](=[CH:24][CH:25]=[CH:26][CH:27]=4)[N:22]=3)[CH3:20])[CH2:14][CH2:13]2)(=[O:11])=[O:10])=[CH:5][CH:4]=1.C=O.[CH3:35]N(C=O)C.C([BH3-])#N, predict the reaction product. The product is: [CH3:1][O:2][C:3]1[CH:4]=[CH:5][C:6]([S:9]([N:12]2[CH2:13][CH2:14][CH:15]([N:18]([CH3:35])[CH:19]([C:21]3[N:30]([CH3:31])[C:29](=[O:32])[C:28]4[C:23](=[CH:24][CH:25]=[CH:26][CH:27]=4)[N:22]=3)[CH3:20])[CH2:16][CH2:17]2)(=[O:11])=[O:10])=[CH:7][CH:8]=1. (6) Given the reactants [C:1](=[O:4])([O-])O.[Na+].[NH2:6][C:7]1[CH:16]=[CH:15][CH:14]=[C:13]2[C:8]=1[CH:9]=[CH:10][CH:11]=[C:12]2[OH:17].C(Cl)(Cl)=O.[C:22]([C:26]1[CH:33]=[CH:32][C:29]([CH2:30][NH2:31])=[CH:28][CH:27]=1)([CH3:25])([CH3:24])[CH3:23], predict the reaction product. The product is: [C:22]([C:26]1[CH:27]=[CH:28][C:29]([CH2:30][NH:31][C:1]([NH:6][C:7]2[C:8]3[C:13](=[C:12]([OH:17])[CH:11]=[CH:10][CH:9]=3)[CH:14]=[CH:15][CH:16]=2)=[O:4])=[CH:32][CH:33]=1)([CH3:25])([CH3:23])[CH3:24]. (7) Given the reactants COC1C=C(OC)C=CC=1C[N:6]([CH2:10][C@@H:11]1[O:15][C:14](=[O:16])[N:13]([C:17]2[CH:22]=[CH:21][C:20](/[CH:23]=[C:24]3\[C:25](=[O:33])[NH:26][C:27]4[C:32]\3=[CH:31][CH:30]=[CH:29][N:28]=4)=[C:19]([F:34])[CH:18]=2)[CH2:12]1)[C:7](=[O:9])[CH3:8].ClCCl.FC(F)(F)C(O)=O, predict the reaction product. The product is: [F:34][C:19]1[CH:18]=[C:17]([N:13]2[CH2:12][C@H:11]([CH2:10][NH:6][C:7](=[O:9])[CH3:8])[O:15][C:14]2=[O:16])[CH:22]=[CH:21][C:20]=1/[CH:23]=[C:24]1/[C:25](=[O:33])[NH:26][C:27]2[C:32]/1=[CH:31][CH:30]=[CH:29][N:28]=2. (8) Given the reactants [CH3:1][NH:2][C:3]1[C:8]2[N:9]=[C:10]([NH:17][CH2:18][CH2:19][C:20]([F:23])([F:22])[F:21])[N:11]=[C:12]([NH:13][CH2:14][CH2:15][CH3:16])[C:7]=2[N:6]=[C:5]([NH:24][CH2:25][CH2:26][CH3:27])[N:4]=1.Cl.C(OCC)C.Cl.[Cl:35]C1N=C(NCCC)C2N=C(NC)N=C(NCCC)C=2N=1, predict the reaction product. The product is: [ClH:35].[CH3:1][NH:2][C:3]1[C:8]2[N:9]=[C:10]([NH:17][CH2:18][CH2:19][C:20]([F:23])([F:21])[F:22])[N:11]=[C:12]([NH:13][CH2:14][CH2:15][CH3:16])[C:7]=2[N:6]=[C:5]([NH:24][CH2:25][CH2:26][CH3:27])[N:4]=1.